Dataset: Full USPTO retrosynthesis dataset with 1.9M reactions from patents (1976-2016). Task: Predict the reactants needed to synthesize the given product. (1) Given the product [CH3:14][O:15][C:16]1[CH:17]=[C:18]2[C:19]([CH:12]=[C:9]([C:6]3[CH:5]=[CH:4][C:3]([O:2][CH3:1])=[CH:8][CH:7]=3)[CH:10]=[N:22]2)=[CH:20][CH:21]=1, predict the reactants needed to synthesize it. The reactants are: [CH3:1][O:2][C:3]1[CH:8]=[CH:7][C:6]([CH:9]([CH:12]=O)[CH:10]=O)=[CH:5][CH:4]=1.[CH3:14][O:15][C:16]1[CH:21]=[CH:20][CH:19]=[C:18]([NH2:22])[CH:17]=1.Cl.C(=O)([O-])[O-].[Na+].[Na+]. (2) The reactants are: [C:1]([C:5]1[CH:10]=[CH:9][CH:8]=[CH:7][C:6]=1[N:11]1[CH2:16][CH2:15][N:14]([C:17](=[O:27])[C:18]([NH:20][CH:21]2[CH2:26][CH2:25]S[CH2:23][CH2:22]2)=[O:19])[CH2:13][CH2:12]1)([CH3:4])([CH3:3])[CH3:2].ClC1C=CC=C(C(OO)=O)C=1.[OH:39][S:40]([O-:42])=O.[Na+].C([O-])(O)=O.[Na+]. Given the product [C:1]([C:5]1[CH:10]=[CH:9][CH:8]=[CH:7][C:6]=1[N:11]1[CH2:12][CH2:13][N:14]([C:17](=[O:27])[C:18]([NH:20][CH:21]2[CH2:22][CH2:23][S:40](=[O:42])(=[O:39])[CH2:25][CH2:26]2)=[O:19])[CH2:15][CH2:16]1)([CH3:3])([CH3:4])[CH3:2], predict the reactants needed to synthesize it.